From a dataset of Human liver microsome stability data. Regression/Classification. Given a drug SMILES string, predict its absorption, distribution, metabolism, or excretion properties. Task type varies by dataset: regression for continuous measurements (e.g., permeability, clearance, half-life) or binary classification for categorical outcomes (e.g., BBB penetration, CYP inhibition). Dataset: hlm. (1) The drug is COc1ccc2c(c1)CC(c1nc(O)c3cc(-c4cn[nH]c4)cc(OC)c3n1)CO2. The result is 0 (unstable in human liver microsomes). (2) The compound is CC(C)Cc1cc(-c2cccc(Cn3ccnc3)c2)c(S(=O)(=O)NC(=O)C2CC2)s1. The result is 1 (stable in human liver microsomes).